Dataset: Reaction yield outcomes from USPTO patents with 853,638 reactions. Task: Predict the reaction yield, written as a fraction of the theoretical maximum amount of product (1.0 means a 100% yield; for example, 0.34 means a 34% yield). (1) The reactants are [CH2:1]=[CH:2][CH:3]([NH:5][C:6]1[C:11](Cl)=[C:10]([C:13]([O:15][CH3:16])=[O:14])[N:9]=[C:8](Cl)[N:7]=1)[CH3:4].[Cl:18][C:19]1[CH:24]=[CH:23][C:22](B(O)O)=[CH:21][C:20]=1[F:28].C(=O)([O-])[O-].[Cs+].[Cs+].O1CCOCC1. The catalyst is C1C=CC(/C=C/C(/C=C/C2C=CC=CC=2)=O)=CC=1.C1C=CC(/C=C/C(/C=C/C2C=CC=CC=2)=O)=CC=1.C1C=CC(/C=C/C(/C=C/C2C=CC=CC=2)=O)=CC=1.[Pd].[Pd].ClCCl.CN(C)C=O. The product is [Cl:18][C:19]1[CH:24]=[CH:23][C:22]([C:8]2[N:9]=[C:10]([C:13]([O:15][CH3:16])=[O:14])[C:11]3[C:2]([CH3:1])=[C:3]([CH3:4])[NH:5][C:6]=3[N:7]=2)=[CH:21][C:20]=1[F:28]. The yield is 0.150. (2) The reactants are [O:1]=[S:2]1(=[O:28])[CH2:6][CH2:5][CH2:4][N:3]1[C:7]1[CH:12]=[CH:11][C:10]([C:13]2[N:14]([CH2:26][CH3:27])[C:15]3[C:20]([C:21]=2[C:22]#[N:23])=[CH:19][CH:18]=[C:17]([O:24]C)[CH:16]=3)=[CH:9][CH:8]=1.B(Br)(Br)Br. The catalyst is C(Cl)Cl. The product is [O:28]=[S:2]1(=[O:1])[CH2:6][CH2:5][CH2:4][N:3]1[C:7]1[CH:8]=[CH:9][C:10]([C:13]2[N:14]([CH2:26][CH3:27])[C:15]3[C:20]([C:21]=2[C:22]#[N:23])=[CH:19][CH:18]=[C:17]([OH:24])[CH:16]=3)=[CH:11][CH:12]=1. The yield is 1.00. (3) The reactants are CS(O[CH2:6][CH:7]1[CH2:9][CH:8]1[C:10]([O:12][CH2:13][CH3:14])=[O:11])(=O)=O.[Br:15][C:16]1[CH:17]=[N:18][NH:19][CH:20]=1.[H-].[Na+]. The catalyst is CN(C=O)C. The product is [Br:15][C:16]1[CH:17]=[N:18][N:19]([CH2:6][CH:7]2[CH2:9][CH:8]2[C:10]([O:12][CH2:13][CH3:14])=[O:11])[CH:20]=1. The yield is 0.740. (4) The reactants are Cl[C:2]1[CH:7]=[CH:6][N:5]=[C:4]2[CH:8]=[C:9]([C:11]([N:13]([CH3:15])[CH3:14])=[O:12])[S:10][C:3]=12.C(=O)([O-])[O-].[K+].[K+].[F:22][C:23]1[CH:28]=[C:27]([N+:29]([O-:31])=[O:30])[CH:26]=[CH:25][C:24]=1[OH:32].CO.CCOC(C)=O. The catalyst is C1(OC2C=CC=CC=2)C=CC=CC=1.CCOC(C)=O. The product is [F:22][C:23]1[CH:28]=[C:27]([N+:29]([O-:31])=[O:30])[CH:26]=[CH:25][C:24]=1[O:32][C:2]1[CH:7]=[CH:6][N:5]=[C:4]2[CH:8]=[C:9]([C:11]([N:13]([CH3:15])[CH3:14])=[O:12])[S:10][C:3]=12. The yield is 0.410. (5) The reactants are Br[C:2]1[CH:3]=[CH:4][C:5]2[C:6]3[CH2:21][N:20]([C:22]([O:24][C:25]([CH3:28])([CH3:27])[CH3:26])=[O:23])[CH2:19][CH2:18][C:7]=3[N:8](C(OC(C)(C)C)=O)[C:9]=2[CH:10]=1.[CH2:29]([O:36][C:37]1[CH:42]=[CH:41][NH:40][C:39](=[O:43])[CH:38]=1)[C:30]1[CH:35]=[CH:34][CH:33]=[CH:32][CH:31]=1. No catalyst specified. The product is [CH2:29]([O:36][C:37]1[CH:42]=[CH:41][N:40]([C:2]2[CH:3]=[CH:4][C:5]3[C:6]4[CH2:21][N:20]([C:22]([O:24][C:25]([CH3:27])([CH3:28])[CH3:26])=[O:23])[CH2:19][CH2:18][C:7]=4[NH:8][C:9]=3[CH:10]=2)[C:39](=[O:43])[CH:38]=1)[C:30]1[CH:31]=[CH:32][CH:33]=[CH:34][CH:35]=1. The yield is 0.100. (6) The reactants are C(Cl)(=O)C(Cl)=O.CS(C)=O.C(Cl)(Cl)Cl.C(=O)=O.[Si:18]([O:35][C:36]1[CH:53]=[CH:52][C:51]2[C@@H:50]3[C@H:41]([C@H:42]4[C@@:46]([CH2:48][CH:49]3[OH:54])([CH3:47])[CH:45]3[O:55][CH2:56][CH2:57][O:58][CH:44]3[CH2:43]4)[CH2:40][CH2:39][C:38]=2[CH:37]=1)([C:31]([CH3:34])([CH3:33])[CH3:32])([C:25]1[CH:30]=[CH:29][CH:28]=[CH:27][CH:26]=1)[C:19]1[CH:24]=[CH:23][CH:22]=[CH:21][CH:20]=1.C(N(CC)CC)C. The catalyst is ClCCl. The product is [Si:18]([O:35][C:36]1[CH:53]=[CH:52][C:51]2[C@@H:50]3[C@H:41]([C@H:42]4[C@@:46]([CH2:48][C:49]3=[O:54])([CH3:47])[CH:45]3[O:55][CH2:56][CH2:57][O:58][CH:44]3[CH2:43]4)[CH2:40][CH2:39][C:38]=2[CH:37]=1)([C:31]([CH3:34])([CH3:33])[CH3:32])([C:25]1[CH:26]=[CH:27][CH:28]=[CH:29][CH:30]=1)[C:19]1[CH:24]=[CH:23][CH:22]=[CH:21][CH:20]=1. The yield is 0.840.